From a dataset of Catalyst prediction with 721,799 reactions and 888 catalyst types from USPTO. Predict which catalyst facilitates the given reaction. (1) Reactant: [CH3:1][N:2]1[C@H:6]([CH:7]=[CH:8][C:9]2[S:10][CH:11]=[CH:12][CH:13]=2)[CH2:5][O:4][C:3]1=[O:14]. Product: [CH3:1][N:2]1[C@H:6]([CH2:7][CH2:8][C:9]2[S:10][CH:11]=[CH:12][CH:13]=2)[CH2:5][O:4][C:3]1=[O:14]. The catalyst class is: 19. (2) Reactant: C(OC(=O)[NH:7][C:8]1[CH:13]=[CH:12][C:11]([C:14]2[CH:19]=[CH:18][N:17]=[CH:16][CH:15]=2)=[CH:10][C:9]=1[NH2:20])(C)(C)C.CC1(C)O[C:27]([C:29]2[CH:30]=[C:31]([CH:34]=[CH:35][CH:36]=2)[C:32]#[N:33])=[CH:26][C:25](=[O:37])O1.C(O)(C(F)(F)F)=O. The catalyst class is: 2. Product: [O:37]=[C:25]1[CH2:26][C:27]([C:29]2[CH:30]=[C:31]([CH:34]=[CH:35][CH:36]=2)[C:32]#[N:33])=[N:7][C:8]2[CH:13]=[CH:12][C:11]([C:14]3[CH:15]=[CH:16][N:17]=[CH:18][CH:19]=3)=[CH:10][C:9]=2[NH:20]1.